The task is: Regression. Given two drug SMILES strings and cell line genomic features, predict the synergy score measuring deviation from expected non-interaction effect.. This data is from NCI-60 drug combinations with 297,098 pairs across 59 cell lines. Drug 1: C1=CC(=CC=C1CCC2=CNC3=C2C(=O)NC(=N3)N)C(=O)NC(CCC(=O)O)C(=O)O. Drug 2: CCC(=C(C1=CC=CC=C1)C2=CC=C(C=C2)OCCN(C)C)C3=CC=CC=C3.C(C(=O)O)C(CC(=O)O)(C(=O)O)O. Cell line: UACC-257. Synergy scores: CSS=12.1, Synergy_ZIP=2.26, Synergy_Bliss=8.36, Synergy_Loewe=0.175, Synergy_HSA=5.32.